This data is from Reaction yield outcomes from USPTO patents with 853,638 reactions. The task is: Predict the reaction yield, written as a fraction of the theoretical maximum amount of product (1.0 means a 100% yield; for example, 0.34 means a 34% yield). (1) The reactants are [C:1]1([C:7]#[C:8][C:9]2[N:14]=[C:13]([C:15]([OH:17])=O)[CH:12]=[CH:11][CH:10]=2)[CH:6]=[CH:5][CH:4]=[CH:3][CH:2]=1.CN(C(ON1N=NC2C=CC=CC1=2)=[N+](C)C)C.F[P-](F)(F)(F)(F)F.CCN(C(C)C)C(C)C.[CH3:51][O:52][C:53]([C:55]1[C:63]2[N:62]=[C:61]([NH2:64])[NH:60][C:59]=2[CH:58]=[CH:57][CH:56]=1)=[O:54]. The catalyst is CN(C=O)C. The product is [CH3:51][O:52][C:53]([C:55]1[C:63]2[N:62]=[C:61]([NH:64][C:15]([C:13]3[CH:12]=[CH:11][CH:10]=[C:9]([C:8]#[C:7][C:1]4[CH:2]=[CH:3][CH:4]=[CH:5][CH:6]=4)[N:14]=3)=[O:17])[NH:60][C:59]=2[CH:58]=[CH:57][CH:56]=1)=[O:54]. The yield is 0.880. (2) The reactants are [Br:1][C:2]1[CH:10]=[C:9](/[CH:11]=[CH:12]/[CH:13]([C:18]2[CH:23]=[C:22]([Cl:24])[C:21]([Cl:25])=[C:20]([Cl:26])[CH:19]=2)[C:14]([F:17])([F:16])[F:15])[CH:8]=[CH:7][C:3]=1[C:4]([OH:6])=O.O.N1(O)C2C=CC=C[C:31]=2N=N1.CN(C(ON1N=NC2C=CC=CC1=2)=[N+](C)C)C.F[P-](F)(F)(F)(F)F.Cl.[F:63][C:64]([F:75])([F:74])[CH2:65][NH:66][C:67]([CH:69]([NH2:73])[CH:70](C)C)=[O:68].C(N(C(C)C)CC)(C)C. The catalyst is CC#N. The product is [Br:1][C:2]1[CH:10]=[C:9](/[CH:11]=[CH:12]/[CH:13]([C:18]2[CH:23]=[C:22]([Cl:24])[C:21]([Cl:25])=[C:20]([Cl:26])[CH:19]=2)[C:14]([F:15])([F:16])[F:17])[CH:8]=[CH:7][C:3]=1[C:4]([NH:73][C:69]([CH3:70])([CH3:31])[C:67](=[O:68])[NH:66][CH2:65][C:64]([F:63])([F:74])[F:75])=[O:6]. The yield is 0.550. (3) The reactants are [CH2:1]([N:8]1[C:16]2[C:11](=[CH:12][C:13]([C:17]3[CH:22]=[CH:21][CH:20]=[CH:19][CH:18]=3)=[CH:14][CH:15]=2)[CH:10]=[CH:9]1)[C:2]1[CH:7]=[CH:6][CH:5]=[CH:4][CH:3]=1.[C:23](Cl)(=[O:27])[C:24](Cl)=[O:25].[CH2:29]([OH:31])[CH3:30]. No catalyst specified. The product is [CH2:1]([N:8]1[C:16]2[C:11](=[CH:12][C:13]([C:17]3[CH:22]=[CH:21][CH:20]=[CH:19][CH:18]=3)=[CH:14][CH:15]=2)[C:10]([C:23](=[O:27])[C:24]([O:31][CH2:29][CH3:30])=[O:25])=[CH:9]1)[C:2]1[CH:3]=[CH:4][CH:5]=[CH:6][CH:7]=1. The yield is 0.660. (4) The reactants are Br[C:2]1[CH:3]=[CH:4][C:5]2[O:11][CH2:10][CH2:9][N:8]3[C:12]([CH2:18][N:19]4[C:23]5[CH:24]=[CH:25][CH:26]=[CH:27][C:22]=5[N:21]=[C:20]4[CH3:28])=[C:13]([C:15]([NH2:17])=[O:16])[N:14]=[C:7]3[C:6]=2[CH:29]=1.N1C(C(N)=O)=CN2C=1C1C=CC=CC=1OCC2.CC1NC2C=CC=CC=2N=1.[CH3:57][C:58]([OH:62])([C:60]#[CH:61])[CH3:59]. The product is [OH:62][C:58]([CH3:59])([CH3:57])[C:60]#[C:61][C:2]1[CH:3]=[CH:4][C:5]2[O:11][CH2:10][CH2:9][N:8]3[C:12]([CH2:18][N:19]4[C:23]5[CH:24]=[CH:25][CH:26]=[CH:27][C:22]=5[N:21]=[C:20]4[CH3:28])=[C:13]([C:15]([NH2:17])=[O:16])[N:14]=[C:7]3[C:6]=2[CH:29]=1. No catalyst specified. The yield is 0.240. (5) The reactants are [CH3:1][O:2][C:3]1[CH:8]=[CH:7][C:6]([O:9][C:10]2[CH:15]=[CH:14][CH:13]=[CH:12][CH:11]=2)=[CH:5][C:4]=1[S:16](Cl)(=[O:18])=[O:17].[NH3:20]. The catalyst is C(Cl)Cl.CCO. The product is [CH3:1][O:2][C:3]1[CH:8]=[CH:7][C:6]([O:9][C:10]2[CH:15]=[CH:14][CH:13]=[CH:12][CH:11]=2)=[CH:5][C:4]=1[S:16]([NH2:20])(=[O:18])=[O:17]. The yield is 1.00. (6) The reactants are [Br:1][C:2]1[CH:7]=[CH:6][C:5]([C:8]2[C:12]3[CH:13]=[CH:14][C:15]([C:17]#[C:18][CH2:19]CO)=[CH:16][C:11]=3[S:10][N:9]=2)=[CH:4][CH:3]=1.[CH3:22][CH2:23][N:24]([CH:28](C)C)[CH:25](C)C.FC(F)(F)S(OS(C(F)(F)F)(=O)=O)(=O)=O.[CH3:46][O:47]CCNC. The catalyst is C(Cl)Cl. The product is [Br:1][C:2]1[CH:7]=[CH:6][C:5]([C:8]2[C:12]3[CH:13]=[CH:14][C:15]([C:17]#[C:18][CH2:19][CH2:25][N:24]([CH2:23][CH2:22][O:47][CH3:46])[CH3:28])=[CH:16][C:11]=3[S:10][N:9]=2)=[CH:4][CH:3]=1. The yield is 0.560.